This data is from Peptide-MHC class I binding affinity with 185,985 pairs from IEDB/IMGT. The task is: Regression. Given a peptide amino acid sequence and an MHC pseudo amino acid sequence, predict their binding affinity value. This is MHC class I binding data. (1) The peptide sequence is SQYDPKELL. The MHC is HLA-A69:01 with pseudo-sequence HLA-A69:01. The binding affinity (normalized) is 0.0847. (2) The peptide sequence is LVTRKCPQK. The MHC is HLA-A11:01 with pseudo-sequence HLA-A11:01. The binding affinity (normalized) is 0.736. (3) The peptide sequence is ARKLLLDNL. The MHC is Mamu-B08 with pseudo-sequence Mamu-B08. The binding affinity (normalized) is 0.468. (4) The peptide sequence is EINPFYQDV. The MHC is HLA-A02:03 with pseudo-sequence HLA-A02:03. The binding affinity (normalized) is 0.334. (5) The peptide sequence is RPIVSTQLL. The MHC is HLA-B07:02 with pseudo-sequence HLA-B07:02. The binding affinity (normalized) is 0.481.